From a dataset of Catalyst prediction with 721,799 reactions and 888 catalyst types from USPTO. Predict which catalyst facilitates the given reaction. (1) Reactant: C([O:3][C:4]([C:6]1[N:7]=[CH:8][N:9]([C:11]2[CH:12]=[C:13]([C:17]3[C:22]([F:23])=[CH:21][CH:20]=[CH:19][C:18]=3[O:24][CH3:25])[CH:14]=[CH:15][CH:16]=2)[CH:10]=1)=[O:5])C.[OH-].[K+]. Product: [F:23][C:22]1[C:17]([C:13]2[CH:14]=[CH:15][CH:16]=[C:11]([N:9]3[CH:10]=[C:6]([C:4]([OH:5])=[O:3])[N:7]=[CH:8]3)[CH:12]=2)=[C:18]([O:24][CH3:25])[CH:19]=[CH:20][CH:21]=1. The catalyst class is: 8. (2) Reactant: [N+:1]([C:4]1[CH:5]=[CH:6][C:7]([NH:14][CH2:15][CH:16]2[CH2:21][CH2:20][N:19]([C:22]3[CH:27]=[CH:26][N:25]=[CH:24][CH:23]=3)[CH2:18][CH2:17]2)=[C:8]([CH:13]=1)[C:9]([O:11]C)=O)([O-])=O.[NH2:28][C:29]1[CH:34]=[CH:33][C:32]([Cl:35])=[CH:31][N:30]=1.C[Mg]Br. Product: [NH2:1][C:4]1[CH:5]=[CH:6][C:7]([NH:14][CH2:15][CH:16]2[CH2:21][CH2:20][N:19]([C:22]3[CH:27]=[CH:26][N:25]=[CH:24][CH:23]=3)[CH2:18][CH2:17]2)=[C:8]([CH:13]=1)[C:9]([NH:28][C:29]1[CH:34]=[CH:33][C:32]([Cl:35])=[CH:31][N:30]=1)=[O:11]. The catalyst class is: 1. (3) Reactant: [CH3:1][S:2][C:3]1[CH:8]=[CH:7][C:6]([C:9]2[N:13]([C:14]3[CH:19]=[CH:18][CH:17]=[CH:16][N:15]=3)[N:12]=[C:11]([C:20]([O:22]C)=O)[CH:10]=2)=[CH:5][CH:4]=1.[Br:24][CH2:25]Br.C[Li]. Product: [Br:24][CH2:25][C:20]([C:11]1[CH:10]=[C:9]([C:6]2[CH:5]=[CH:4][C:3]([S:2][CH3:1])=[CH:8][CH:7]=2)[N:13]([C:14]2[CH:19]=[CH:18][CH:17]=[CH:16][N:15]=2)[N:12]=1)=[O:22]. The catalyst class is: 1. (4) The catalyst class is: 1. Reactant: [H-].[Al+3].[Li+].[H-].[H-].[H-].[CH3:7][C:8]1([CH3:15])[C@@H:13]([OH:14])[C:11](=[O:12])[O:10][CH2:9]1. Product: [CH3:7][C:8]([CH3:15])([CH2:9][OH:10])[C@@H:13]([OH:14])[CH2:11][OH:12]. (5) Reactant: [F:1][C:2]([F:13])([C:6]1[CH:11]=[CH:10][C:9]([F:12])=[CH:8][CH:7]=1)[CH2:3][CH2:4][SH:5].F[C:15]1[C:16]([C:21]([NH:23][CH2:24][CH2:25][CH:26]([CH3:28])[CH3:27])=[O:22])=[N:17][CH:18]=[CH:19][CH:20]=1.C(=O)([O-])[O-].[Cs+].[Cs+]. Product: [F:13][C:2]([F:1])([C:6]1[CH:11]=[CH:10][C:9]([F:12])=[CH:8][CH:7]=1)[CH2:3][CH2:4][S:5][C:15]1[C:16]([C:21]([NH:23][CH2:24][CH2:25][CH:26]([CH3:28])[CH3:27])=[O:22])=[N:17][CH:18]=[CH:19][CH:20]=1. The catalyst class is: 3. (6) Reactant: [Cl:1][C:2]1[CH:7]=[CH:6][C:5]([C:8]2[CH:9]=[C:10]([NH2:20])[CH:11]=[N:12][C:13]=2[O:14][CH2:15][C:16]([F:19])([F:18])[F:17])=[CH:4][CH:3]=1.[O:21]1[CH2:25][CH2:24][CH:23]([C:26](O)=[O:27])[CH2:22]1. Product: [Cl:1][C:2]1[CH:3]=[CH:4][C:5]([C:8]2[CH:9]=[C:10]([NH:20][C:26]([CH:23]3[CH2:24][CH2:25][O:21][CH2:22]3)=[O:27])[CH:11]=[N:12][C:13]=2[O:14][CH2:15][C:16]([F:17])([F:18])[F:19])=[CH:6][CH:7]=1. The catalyst class is: 5. (7) Reactant: P(Br)(Br)([Br:3])=O.[CH3:6][N:7]1[C:11]2[CH:12]=[CH:13][C:14]([C:16]([O:18][CH3:19])=[O:17])=[CH:15][C:10]=2[NH:9][C:8]1=O.C(Cl)(Cl)Cl.COCCOC.C([O-])([O-])=O.[Na+].[Na+]. Product: [Br:3][C:8]1[N:7]([CH3:6])[C:11]2[CH:12]=[CH:13][C:14]([C:16]([O:18][CH3:19])=[O:17])=[CH:15][C:10]=2[N:9]=1. The catalyst class is: 701. (8) Reactant: [N:1]1[N:5]2[CH:6]=[C:7]([C:10]([OH:12])=O)[CH:8]=[N:9][C:4]2=[CH:3][CH:2]=1.C(Cl)[Cl:14]. Product: [N:1]1[N:5]2[CH:6]=[C:7]([C:10]([Cl:14])=[O:12])[CH:8]=[N:9][C:4]2=[CH:3][CH:2]=1. The catalyst class is: 309.